From a dataset of TCR-epitope binding with 47,182 pairs between 192 epitopes and 23,139 TCRs. Binary Classification. Given a T-cell receptor sequence (or CDR3 region) and an epitope sequence, predict whether binding occurs between them. The epitope is FPPTSFGPL. The TCR CDR3 sequence is CASSWGGEVEQYF. Result: 1 (the TCR binds to the epitope).